From a dataset of Reaction yield outcomes from USPTO patents with 853,638 reactions. Predict the reaction yield, written as a fraction of the theoretical maximum amount of product (1.0 means a 100% yield; for example, 0.34 means a 34% yield). (1) The reactants are F[C:2]1[CH:3]=[CH:4][C:5]([N+:13]([O-:15])=[O:14])=[C:6]([NH:8][S:9]([CH3:12])(=[O:11])=[O:10])[CH:7]=1.[CH3:16][N:17]1[CH2:22][CH2:21][NH:20][CH2:19][CH2:18]1.CCO. The catalyst is CN(C=O)C.[Cl-].[Na+].O. The product is [CH3:16][N:17]1[CH2:22][CH2:21][N:20]([C:2]2[CH:3]=[CH:4][C:5]([N+:13]([O-:15])=[O:14])=[C:6]([NH:8][S:9]([CH3:12])(=[O:11])=[O:10])[CH:7]=2)[CH2:19][CH2:18]1. The yield is 0.840. (2) The reactants are Br[C:2]1[N:3]=[C:4]([N:23]2[CH2:28][CH2:27][O:26][CH2:25][CH2:24]2)[S:5][C:6]=1[C:7]1[N:11]2[N:12]=[C:13]([CH3:21])[CH:14]=[C:15]([CH:16]([CH2:19][CH3:20])[CH2:17][CH3:18])[C:10]2=[N:9][C:8]=1[CH3:22].[F:29][C:30]([F:35])([F:34])C([O-])=O.[Na+].CCOC(C)=O. The catalyst is CN(C=O)C.C1(C)C=CC=CC=1.[Cu]I.CCCCCC.C(Cl)Cl.CC#N. The product is [CH2:17]([CH:16]([C:15]1[C:10]2[N:11]([C:7]([C:6]3[S:5][C:4]([N:23]4[CH2:28][CH2:27][O:26][CH2:25][CH2:24]4)=[N:3][C:2]=3[C:30]([F:35])([F:34])[F:29])=[C:8]([CH3:22])[N:9]=2)[N:12]=[C:13]([CH3:21])[CH:14]=1)[CH2:19][CH3:20])[CH3:18]. The yield is 0.380. (3) The yield is 0.700. The catalyst is CN(C=O)C.C1C=CC([P]([Pd]([P](C2C=CC=CC=2)(C2C=CC=CC=2)C2C=CC=CC=2)([P](C2C=CC=CC=2)(C2C=CC=CC=2)C2C=CC=CC=2)[P](C2C=CC=CC=2)(C2C=CC=CC=2)C2C=CC=CC=2)(C2C=CC=CC=2)C2C=CC=CC=2)=CC=1. The product is [CH2:1]([O:8][C:9]1[CH:10]=[C:11]([C:30]2[CH:35]=[CH:34][CH:33]=[CH:32][N:31]=2)[C:12]2[S:16][C:15]([NH:17][C:18]([NH:20][CH2:21][CH3:22])=[O:19])=[N:14][C:13]=2[CH:23]=1)[C:2]1[CH:7]=[CH:6][CH:5]=[CH:4][CH:3]=1. The reactants are [CH2:1]([O:8][C:9]1[CH:10]=[C:11](Br)[C:12]2[S:16][C:15]([NH:17][C:18]([NH:20][CH2:21][CH3:22])=[O:19])=[N:14][C:13]=2[CH:23]=1)[C:2]1[CH:7]=[CH:6][CH:5]=[CH:4][CH:3]=1.C([Sn](CCCC)(CCCC)[C:30]1[CH:35]=[CH:34][CH:33]=[CH:32][N:31]=1)CCC.